From a dataset of Forward reaction prediction with 1.9M reactions from USPTO patents (1976-2016). Predict the product of the given reaction. (1) Given the reactants [CH3:1][C:2]1[CH:7]=[C:6]([C:8]2[CH:13]=[CH:12][N:11]=[C:10]([CH3:14])[CH:9]=2)[CH:5]=[CH:4][C:3]=1[CH2:15][N:16]1[CH2:21][CH2:20][NH:19][CH2:18][CH2:17]1.[C:22](=O)([O:31]N1C(=O)CCC1=O)[O:23][N:24]1[C:28](=[O:29])[CH2:27][CH2:26][C:25]1=[O:30].C(N(CC)CC)C, predict the reaction product. The product is: [CH3:1][C:2]1[CH:7]=[C:6]([C:8]2[CH:13]=[CH:12][N:11]=[C:10]([CH3:14])[CH:9]=2)[CH:5]=[CH:4][C:3]=1[CH2:15][N:16]1[CH2:17][CH2:18][N:19]([C:22]([O:23][N:24]2[C:28](=[O:29])[CH2:27][CH2:26][C:25]2=[O:30])=[O:31])[CH2:20][CH2:21]1. (2) Given the reactants [F:1][C:2]1[CH:3]=[C:4]([C:33]([O:35][C:36]([CH3:39])([CH3:38])[CH3:37])=[O:34])[C:5]2[C:6](=O)[CH:7]([C:26]3[N:30]([CH3:31])[N:29]=[CH:28][N:27]=3)[CH:8]([C:19]3[CH:24]=[CH:23][C:22]([F:25])=[CH:21][CH:20]=3)[N:9]([C:12]([O:14][C:15]([CH3:18])([CH3:17])[CH3:16])=[O:13])[C:10]=2[CH:11]=1.[C:40]([O:43][CH2:44][CH2:45]P(=O)(OCC)OCC)(=[O:42])[CH3:41].[H-].[Na+].O, predict the reaction product. The product is: [C:40]([O:43][CH2:44]/[CH:45]=[C:6]1\[CH:7]([C:26]2[N:30]([CH3:31])[N:29]=[CH:28][N:27]=2)[CH:8]([C:19]2[CH:20]=[CH:21][C:22]([F:25])=[CH:23][CH:24]=2)[N:9]([C:12]([O:14][C:15]([CH3:16])([CH3:18])[CH3:17])=[O:13])[C:10]2[CH:11]=[C:2]([F:1])[CH:3]=[C:4]([C:33]([O:35][C:36]([CH3:37])([CH3:39])[CH3:38])=[O:34])[C:5]\1=2)(=[O:42])[CH3:41]. (3) Given the reactants [CH3:1][CH:2]([CH3:7])[CH2:3][CH:4]=[N:5][OH:6].[C:8]([O:12][CH3:13])(=[O:11])[C:9]#[CH:10], predict the reaction product. The product is: [CH3:13][O:12][C:8]([C:9]1[O:6][N:5]=[C:4]([CH2:3][CH:2]([CH3:7])[CH3:1])[CH:10]=1)=[O:11]. (4) The product is: [NH2:27][C:5]([CH2:8][N:9]1[C:18]2[C:13](=[CH:14][C:15]([CH2:19][CH2:20][CH2:21][CH2:22][CH2:23][CH2:24][CH2:25][CH3:26])=[CH:16][CH:17]=2)[CH2:12][CH2:11][CH2:10]1)([CH2:6][OH:7])[CH2:4][OH:3]. Given the reactants CC1(C)[O:7][CH2:6][C:5]([NH:27]C(=O)OC(C)(C)C)([CH2:8][N:9]2[C:18]3[C:13](=[CH:14][C:15]([CH2:19][CH2:20][CH2:21][CH2:22][CH2:23][CH2:24][CH2:25][CH3:26])=[CH:16][CH:17]=3)[CH2:12][CH2:11][CH2:10]2)[CH2:4][O:3]1.CC1(C)OCC(NC(=O)OC(C)(C)C)(CN2CC3C(=CC=C(CCCCCCCC)C=3)C2)CO1, predict the reaction product. (5) Given the reactants C([O:3][C:4]([C:6]1[C:14]2[C:9](=[CH:10][C:11]([C:15]#[N:16])=[CH:12][CH:13]=2)[NH:8][C:7]=1[C:17]([C:20]1[CH:25]=[CH:24][C:23]([O:26]C(C)C)=[C:22]([O:30][CH3:31])[CH:21]=1)([CH3:19])[CH3:18])=O)C.CS(O)(=O)=O.CCCCCC, predict the reaction product. The product is: [OH:26][C:23]1[C:22]([O:30][CH3:31])=[CH:21][C:20]2[C:17]([CH3:19])([CH3:18])[C:7]3[NH:8][C:9]4[C:14]([C:6]=3[C:4](=[O:3])[C:25]=2[CH:24]=1)=[CH:13][CH:12]=[C:11]([C:15]#[N:16])[CH:10]=4. (6) Given the reactants [CH3:1][O:2][C:3]1[CH:34]=[C:33](Br)[CH:32]=[CH:31][C:4]=1[CH2:5][CH2:6][NH:7][C:8]([C:10]1[CH:30]=[CH:29][C:13]([O:14][C:15]2[CH:24]=[C:23]3[C:18]([CH:19]([C:25]([O-:27])=[O:26])[CH2:20][CH2:21][O:22]3)=[CH:17][C:16]=2[Cl:28])=[CH:12][CH:11]=1)=[O:9].P([O-])([O-])([O-])=O.[K+].[K+].[K+].C1(P([CH:57]2[CH2:62][CH2:61]CCC2)C2CCCCC2)CCCCC1.[CH:63]1(B(O)O)C[CH2:64]1, predict the reaction product. The product is: [CH3:1][O:2][C:3]1[CH:34]=[C:33]([CH:61]2[CH2:62][CH2:57]2)[CH:32]=[CH:31][C:4]=1[CH2:5][CH2:6][NH:7][C:8]([C:10]1[CH:30]=[CH:29][C:13]([O:14][C:15]2[CH:24]=[C:23]3[C:18]([CH:19]([C:25]([O:27][CH2:63][CH3:64])=[O:26])[CH2:20][CH2:21][O:22]3)=[CH:17][C:16]=2[Cl:28])=[CH:12][CH:11]=1)=[O:9].